This data is from Full USPTO retrosynthesis dataset with 1.9M reactions from patents (1976-2016). The task is: Predict the reactants needed to synthesize the given product. (1) Given the product [NH2:1][C:2]1[CH:7]=[CH:6][N:5]([C@H:8]2[C@H:12]([OH:13])[C@H:11]([OH:14])[C@:10]([CH2:24][OH:25])([CH:22]=[CH2:23])[O:9]2)[C:4](=[O:33])[N:3]=1, predict the reactants needed to synthesize it. The reactants are: [NH2:1][C:2]1[CH:7]=[CH:6][N:5]([C@H:8]2[C@H:12]([OH:13])[C@H:11]([O:14]CC3C=CC=CC=3)[C@:10]([CH2:24][O:25]CC3C=CC=CC=3)([CH:22]=[CH2:23])[O:9]2)[C:4](=[O:33])[N:3]=1.B(Cl)(Cl)Cl. (2) Given the product [Cl:1][C:2]1[N:7]=[C:6]([S:8][CH3:9])[N:5]=[C:4]([NH:10][C:11]2[C:12]([NH2:18])=[CH:13][CH:14]=[C:15]([CH3:17])[CH:16]=2)[CH:3]=1, predict the reactants needed to synthesize it. The reactants are: [Cl:1][C:2]1[N:7]=[C:6]([S:8][CH3:9])[N:5]=[C:4]([NH:10][C:11]2[CH:16]=[C:15]([CH3:17])[CH:14]=[CH:13][C:12]=2[NH:18]C(=O)OC(C)(C)C)[CH:3]=1.Cl.C(=O)(O)[O-].[Na+].[OH-].[Na+]. (3) Given the product [C:3]([CH:2]([CH:16]([C:13]1[CH:14]=[CH:15][C:10]([Cl:9])=[CH:11][CH:12]=1)[CH3:17])[C:1]([O:7][CH3:8])=[O:6])(=[O:4])[CH3:5], predict the reactants needed to synthesize it. The reactants are: [C:1]([O:7][CH3:8])(=[O:6])[CH2:2][C:3]([CH3:5])=[O:4].[Cl:9][C:10]1[CH:15]=[CH:14][C:13]([CH:16](O)[CH3:17])=[CH:12][CH:11]=1. (4) Given the product [CH3:33][O:32][C:15]1[CH:14]=[CH:13][C:12]2[N:11]=[C:10]([NH:8][C:6]3[CH:5]=[CH:4][CH:3]=[C:2]([CH3:1])[N:7]=3)[C:19]3=[N:20][NH:21][CH:22]=[C:18]3[C:17]=2[CH:16]=1, predict the reactants needed to synthesize it. The reactants are: [CH3:1][C:2]1[N:7]=[C:6]([NH2:8])[CH:5]=[CH:4][CH:3]=1.Cl[C:10]1[C:19]2=[N:20][N:21](CC3C=CC(OC)=CC=3)[CH:22]=[C:18]2[C:17]2[CH:16]=[C:15]([O:32][CH3:33])[CH:14]=[CH:13][C:12]=2[N:11]=1. (5) Given the product [C:14]12([CH2:12][NH:11][CH2:10][CH2:9][CH:8]([OH:7])[CH3:24])[CH2:23][CH:18]3[CH2:19][CH:20]([CH2:22][CH:16]([CH2:17]3)[CH2:15]1)[CH2:21]2, predict the reactants needed to synthesize it. The reactants are: [H-].[H-].[H-].[H-].[Li+].[Al+3].[OH:7][CH:8]([CH3:24])[CH2:9][CH2:10][NH:11][C:12]([C:14]12[CH2:23][CH:18]3[CH2:19][CH:20]([CH2:22][CH:16]([CH2:17]3)[CH2:15]1)[CH2:21]2)=O. (6) Given the product [CH3:1][C:2]1[O:6][N:5]=[C:4]([C:7]2[CH:8]=[CH:9][CH:10]=[CH:11][CH:12]=2)[C:3]=1[CH2:13][NH:14][C:15]1[CH:23]=[CH:22][C:18]([C:19]([NH:24][CH2:25][CH2:26][N:27]2[CH2:31][CH2:30][CH2:29][C:28]2=[O:32])=[O:21])=[CH:17][N:16]=1, predict the reactants needed to synthesize it. The reactants are: [CH3:1][C:2]1[O:6][N:5]=[C:4]([C:7]2[CH:12]=[CH:11][CH:10]=[CH:9][CH:8]=2)[C:3]=1[CH2:13][NH:14][C:15]1[CH:23]=[CH:22][C:18]([C:19]([OH:21])=O)=[CH:17][N:16]=1.[NH2:24][CH2:25][CH2:26][N:27]1[CH2:31][CH2:30][CH2:29][C:28]1=[O:32].